Dataset: Full USPTO retrosynthesis dataset with 1.9M reactions from patents (1976-2016). Task: Predict the reactants needed to synthesize the given product. Given the product [O:2]=[C:3]1[CH2:7][C@H:6]([CH2:8][CH2:9][CH3:10])[CH2:5][N:4]1[C@@H:11]([CH2:16][CH3:17])[C:12]([NH2:1])=[O:13], predict the reactants needed to synthesize it. The reactants are: [NH3:1].[O:2]=[C:3]1[CH2:7][C@H:6]([CH2:8][CH2:9][CH3:10])[CH2:5][N:4]1[C@@H:11]([CH2:16][CH3:17])[C:12](OC)=[O:13].